Dataset: NCI-60 drug combinations with 297,098 pairs across 59 cell lines. Task: Regression. Given two drug SMILES strings and cell line genomic features, predict the synergy score measuring deviation from expected non-interaction effect. (1) Drug 1: CC1=C2C(C(=O)C3(C(CC4C(C3C(C(C2(C)C)(CC1OC(=O)C(C(C5=CC=CC=C5)NC(=O)OC(C)(C)C)O)O)OC(=O)C6=CC=CC=C6)(CO4)OC(=O)C)OC)C)OC. Drug 2: C(CC(=O)O)C(=O)CN.Cl. Cell line: KM12. Synergy scores: CSS=52.8, Synergy_ZIP=5.78, Synergy_Bliss=5.08, Synergy_Loewe=-13.0, Synergy_HSA=6.69. (2) Drug 1: CCCS(=O)(=O)NC1=C(C(=C(C=C1)F)C(=O)C2=CNC3=C2C=C(C=N3)C4=CC=C(C=C4)Cl)F. Drug 2: C1CCC(CC1)NC(=O)N(CCCl)N=O. Cell line: NCI-H226. Synergy scores: CSS=15.0, Synergy_ZIP=-5.07, Synergy_Bliss=2.63, Synergy_Loewe=-1.26, Synergy_HSA=0.825. (3) Drug 1: CC1C(C(CC(O1)OC2CC(OC(C2O)C)OC3=CC4=CC5=C(C(=O)C(C(C5)C(C(=O)C(C(C)O)O)OC)OC6CC(C(C(O6)C)O)OC7CC(C(C(O7)C)O)OC8CC(C(C(O8)C)O)(C)O)C(=C4C(=C3C)O)O)O)O. Drug 2: CC(C)(C#N)C1=CC(=CC(=C1)CN2C=NC=N2)C(C)(C)C#N. Cell line: TK-10. Synergy scores: CSS=40.3, Synergy_ZIP=4.21, Synergy_Bliss=4.55, Synergy_Loewe=-0.733, Synergy_HSA=-0.0203. (4) Drug 1: COC1=NC(=NC2=C1N=CN2C3C(C(C(O3)CO)O)O)N. Drug 2: C1CNP(=O)(OC1)N(CCCl)CCCl. Cell line: A549. Synergy scores: CSS=-6.10, Synergy_ZIP=4.98, Synergy_Bliss=1.88, Synergy_Loewe=-5.61, Synergy_HSA=-5.97. (5) Drug 1: CC(C1=C(C=CC(=C1Cl)F)Cl)OC2=C(N=CC(=C2)C3=CN(N=C3)C4CCNCC4)N. Drug 2: C1C(C(OC1N2C=NC(=NC2=O)N)CO)O. Cell line: SF-295. Synergy scores: CSS=19.7, Synergy_ZIP=-5.14, Synergy_Bliss=-1.09, Synergy_Loewe=-12.2, Synergy_HSA=1.46. (6) Drug 1: CC1CCC2CC(C(=CC=CC=CC(CC(C(=O)C(C(C(=CC(C(=O)CC(OC(=O)C3CCCCN3C(=O)C(=O)C1(O2)O)C(C)CC4CCC(C(C4)OC)O)C)C)O)OC)C)C)C)OC. Drug 2: CCCCC(=O)OCC(=O)C1(CC(C2=C(C1)C(=C3C(=C2O)C(=O)C4=C(C3=O)C=CC=C4OC)O)OC5CC(C(C(O5)C)O)NC(=O)C(F)(F)F)O. Cell line: HS 578T. Synergy scores: CSS=25.4, Synergy_ZIP=-4.19, Synergy_Bliss=-11.6, Synergy_Loewe=-11.8, Synergy_HSA=-11.2. (7) Drug 1: C1=CC(=CC=C1CCC2=CNC3=C2C(=O)NC(=N3)N)C(=O)NC(CCC(=O)O)C(=O)O. Cell line: HOP-62. Synergy scores: CSS=12.8, Synergy_ZIP=-7.75, Synergy_Bliss=1.78, Synergy_Loewe=2.91, Synergy_HSA=2.08. Drug 2: CCC1(CC2CC(C3=C(CCN(C2)C1)C4=CC=CC=C4N3)(C5=C(C=C6C(=C5)C78CCN9C7C(C=CC9)(C(C(C8N6C=O)(C(=O)OC)O)OC(=O)C)CC)OC)C(=O)OC)O.OS(=O)(=O)O. (8) Drug 1: C1CN1P(=S)(N2CC2)N3CC3. Drug 2: C(CCl)NC(=O)N(CCCl)N=O. Cell line: NCI/ADR-RES. Synergy scores: CSS=6.51, Synergy_ZIP=0.337, Synergy_Bliss=3.59, Synergy_Loewe=0.950, Synergy_HSA=1.000. (9) Cell line: SK-OV-3. Synergy scores: CSS=4.15, Synergy_ZIP=0.537, Synergy_Bliss=2.12, Synergy_Loewe=-3.00, Synergy_HSA=1.25. Drug 2: C(CN)CNCCSP(=O)(O)O. Drug 1: C1CCC(C1)C(CC#N)N2C=C(C=N2)C3=C4C=CNC4=NC=N3.